Dataset: Forward reaction prediction with 1.9M reactions from USPTO patents (1976-2016). Task: Predict the product of the given reaction. (1) Given the reactants [CH3:1][C:2]1[CH:3]=[C:4]([CH2:9][C:10]([NH:12][C@@H:13]([CH2:17][C:18]2[CH:23]=[CH:22][CH:21]=[CH:20][CH:19]=2)[C:14](O)=[O:15])=[O:11])[CH:5]=[C:6]([CH3:8])[CH:7]=1.[N:24]1([CH2:30][CH2:31][O:32][C:33]2[CH:51]=[CH:50][C:36]3[N:37]4[CH:42]=[C:41]([C:43]5[CH:49]=[CH:48][C:46]([NH2:47])=[CH:45][CH:44]=5)[N:40]=[C:38]4[S:39][C:35]=3[CH:34]=2)[CH2:29][CH2:28][O:27][CH2:26][CH2:25]1.CN(C(ON1N=NC2C=CC=NC1=2)=[N+](C)C)C.F[P-](F)(F)(F)(F)F, predict the reaction product. The product is: [CH3:8][C:6]1[CH:5]=[C:4]([CH2:9][C:10]([NH:12][C@@H:13]([CH2:17][C:18]2[CH:19]=[CH:20][CH:21]=[CH:22][CH:23]=2)[C:14]([NH:47][C:46]2[CH:45]=[CH:44][C:43]([C:41]3[N:40]=[C:38]4[N:37]([CH:42]=3)[C:36]3[CH:50]=[CH:51][C:33]([O:32][CH2:31][CH2:30][N:24]5[CH2:25][CH2:26][O:27][CH2:28][CH2:29]5)=[CH:34][C:35]=3[S:39]4)=[CH:49][CH:48]=2)=[O:15])=[O:11])[CH:3]=[C:2]([CH3:1])[CH:7]=1. (2) Given the reactants [Cl:1][C:2]1[C:3]([C:12]2[O:13][CH:14]=[CH:15][CH:16]=2)=[N:4][C:5]([NH2:11])=[N:6][C:7]=1S(C)=O.[CH3:17][O:18][CH2:19][CH2:20][NH2:21], predict the reaction product. The product is: [Cl:1][C:2]1[C:7]([NH:21][CH2:20][CH2:19][O:18][CH3:17])=[N:6][C:5]([NH2:11])=[N:4][C:3]=1[C:12]1[O:13][CH:14]=[CH:15][CH:16]=1. (3) Given the reactants [C:1]([O:5][C:6]([N:8]1[CH2:11][CH:10]([C:12]2[CH:17]=[CH:16][C:15]([CH:18]=[N:19][OH:20])=[CH:14][CH:13]=2)[CH2:9]1)=[O:7])([CH3:4])([CH3:3])[CH3:2].C1C(=O)N(Cl)C(=O)C1.C(=O)([O-])O.[K+].[Cl:34][C:35]1[CH:40]=[C:39]([C:41]([C:43]([F:46])([F:45])[F:44])=[CH2:42])[CH:38]=[C:37]([Cl:47])[CH:36]=1, predict the reaction product. The product is: [C:1]([O:5][C:6]([N:8]1[CH2:9][CH:10]([C:12]2[CH:13]=[CH:14][C:15]([C:18]3[CH2:42][C:41]([C:39]4[CH:38]=[C:37]([Cl:47])[CH:36]=[C:35]([Cl:34])[CH:40]=4)([C:43]([F:44])([F:46])[F:45])[O:20][N:19]=3)=[CH:16][CH:17]=2)[CH2:11]1)=[O:7])([CH3:4])([CH3:2])[CH3:3]. (4) Given the reactants CS(O[CH2:6][CH2:7][C@H:8]([C:10]1[CH:15]=[CH:14][CH:13]=[CH:12][CH:11]=1)[OH:9])(=O)=O.C[NH2:17], predict the reaction product. The product is: [C:10]1([C@H:8]([OH:9])[CH2:7][CH2:6][NH2:17])[CH:15]=[CH:14][CH:13]=[CH:12][CH:11]=1. (5) Given the reactants [Cl:1][C:2]1[CH:10]=[CH:9][C:5]([C:6]([OH:8])=O)=[C:4]([CH2:11][N:12]2[N:16]=[N:15][C:14]([CH3:17])=[N:13]2)[CH:3]=1.CN([C:21]([O:25][N:26]1N=NC2C=CC=N[C:27]1=2)=[N+](C)C)C.F[P-](F)(F)(F)(F)F.Cl.CNOC.C(N(CC)CC)C, predict the reaction product. The product is: [Cl:1][C:2]1[CH:10]=[CH:9][C:5]([C:6]([N:26]([O:25][CH3:21])[CH3:27])=[O:8])=[C:4]([CH2:11][N:12]2[N:16]=[N:15][C:14]([CH3:17])=[N:13]2)[CH:3]=1. (6) Given the reactants [Br:1][C:2]1[S:6][C:5]([CH3:7])=[N:4][C:3]=1[C:8]1[CH:13]=[CH:12][N:11]=[CH:10][CH:9]=1.ClC1C=CC=C(C(OO)=[O:22])C=1, predict the reaction product. The product is: [Br:1][C:2]1[S:6][C:5]([CH3:7])=[N:4][C:3]=1[C:8]1[CH:13]=[CH:12][N+:11]([O-:22])=[CH:10][CH:9]=1. (7) Given the reactants [Cl:1][C:2]1[N:7]2[N:8]=[C:9]([C:11]3[O:12][CH:13]=[CH:14][CH:15]=3)[CH:10]=[C:6]2[N:5]=[C:4]([CH3:16])[C:3]=1[CH2:17][C:18]([O:20][CH3:21])=[O:19].[Li+].C[Si]([N-][Si](C)(C)C)(C)C.I[CH2:33][CH2:34][CH3:35], predict the reaction product. The product is: [Cl:1][C:2]1[N:7]2[N:8]=[C:9]([C:11]3[O:12][CH:13]=[CH:14][CH:15]=3)[CH:10]=[C:6]2[N:5]=[C:4]([CH3:16])[C:3]=1[CH:17]([CH2:33][CH2:34][CH3:35])[C:18]([O:20][CH3:21])=[O:19]. (8) Given the reactants [CH:1]1([N:6]2[C:11]3[N:12]=[C:13]([S:16][CH3:17])[N:14]=[CH:15][C:10]=3[CH:9]=[C:8]([CH2:18][C:19]3[O:20][C:21]([CH3:24])=[N:22][N:23]=3)[C:7]2=[O:25])[CH2:5][CH2:4][CH2:3][CH2:2]1.C1(S(N2C(C3C=CC=CC=3)O2)(=O)=[O:33])C=CC=CC=1, predict the reaction product. The product is: [CH:1]1([N:6]2[C:11]3[N:12]=[C:13]([S:16]([CH3:17])=[O:33])[N:14]=[CH:15][C:10]=3[CH:9]=[C:8]([CH2:18][C:19]3[O:20][C:21]([CH3:24])=[N:22][N:23]=3)[C:7]2=[O:25])[CH2:5][CH2:4][CH2:3][CH2:2]1.